This data is from NCI-60 drug combinations with 297,098 pairs across 59 cell lines. The task is: Regression. Given two drug SMILES strings and cell line genomic features, predict the synergy score measuring deviation from expected non-interaction effect. (1) Drug 1: CS(=O)(=O)C1=CC(=C(C=C1)C(=O)NC2=CC(=C(C=C2)Cl)C3=CC=CC=N3)Cl. Drug 2: CC1=C2C(C(=O)C3(C(CC4C(C3C(C(C2(C)C)(CC1OC(=O)C(C(C5=CC=CC=C5)NC(=O)OC(C)(C)C)O)O)OC(=O)C6=CC=CC=C6)(CO4)OC(=O)C)OC)C)OC. Cell line: OVCAR-4. Synergy scores: CSS=43.4, Synergy_ZIP=5.33, Synergy_Bliss=8.28, Synergy_Loewe=-27.3, Synergy_HSA=9.47. (2) Drug 1: C1=NC2=C(N1)C(=S)N=C(N2)N. Drug 2: C(CC(=O)O)C(=O)CN.Cl. Cell line: ACHN. Synergy scores: CSS=53.8, Synergy_ZIP=-0.797, Synergy_Bliss=-0.0770, Synergy_Loewe=-34.5, Synergy_HSA=-0.171. (3) Drug 1: C1=C(C(=O)NC(=O)N1)N(CCCl)CCCl. Drug 2: CC1=C(N=C(N=C1N)C(CC(=O)N)NCC(C(=O)N)N)C(=O)NC(C(C2=CN=CN2)OC3C(C(C(C(O3)CO)O)O)OC4C(C(C(C(O4)CO)O)OC(=O)N)O)C(=O)NC(C)C(C(C)C(=O)NC(C(C)O)C(=O)NCCC5=NC(=CS5)C6=NC(=CS6)C(=O)NCCC[S+](C)C)O. Cell line: RPMI-8226. Synergy scores: CSS=35.5, Synergy_ZIP=8.86, Synergy_Bliss=11.3, Synergy_Loewe=6.84, Synergy_HSA=7.46. (4) Drug 1: C1CC(=O)NC(=O)C1N2C(=O)C3=CC=CC=C3C2=O. Drug 2: CC(C)CN1C=NC2=C1C3=CC=CC=C3N=C2N. Cell line: HS 578T. Synergy scores: CSS=5.19, Synergy_ZIP=-0.703, Synergy_Bliss=0.908, Synergy_Loewe=1.59, Synergy_HSA=1.06. (5) Drug 1: CC1=C2C(C(=O)C3(C(CC4C(C3C(C(C2(C)C)(CC1OC(=O)C(C(C5=CC=CC=C5)NC(=O)OC(C)(C)C)O)O)OC(=O)C6=CC=CC=C6)(CO4)OC(=O)C)O)C)O. Drug 2: CC1CCCC2(C(O2)CC(NC(=O)CC(C(C(=O)C(C1O)C)(C)C)O)C(=CC3=CSC(=N3)C)C)C. Cell line: HT29. Synergy scores: CSS=84.7, Synergy_ZIP=4.12, Synergy_Bliss=3.16, Synergy_Loewe=6.55, Synergy_HSA=7.78. (6) Drug 2: CC(C)CN1C=NC2=C1C3=CC=CC=C3N=C2N. Drug 1: CCCS(=O)(=O)NC1=C(C(=C(C=C1)F)C(=O)C2=CNC3=C2C=C(C=N3)C4=CC=C(C=C4)Cl)F. Synergy scores: CSS=51.8, Synergy_ZIP=6.88, Synergy_Bliss=4.58, Synergy_Loewe=-7.89, Synergy_HSA=3.76. Cell line: MALME-3M. (7) Drug 1: CC12CCC3C(C1CCC2=O)CC(=C)C4=CC(=O)C=CC34C. Drug 2: CS(=O)(=O)CCNCC1=CC=C(O1)C2=CC3=C(C=C2)N=CN=C3NC4=CC(=C(C=C4)OCC5=CC(=CC=C5)F)Cl. Cell line: SR. Synergy scores: CSS=44.5, Synergy_ZIP=-2.32, Synergy_Bliss=-3.27, Synergy_Loewe=-7.65, Synergy_HSA=-3.85. (8) Cell line: SK-MEL-28. Drug 1: C1CC(=O)NC(=O)C1N2CC3=C(C2=O)C=CC=C3N. Synergy scores: CSS=17.1, Synergy_ZIP=-5.14, Synergy_Bliss=-0.611, Synergy_Loewe=-19.6, Synergy_HSA=0.366. Drug 2: COC1=CC(=CC(=C1O)OC)C2C3C(COC3=O)C(C4=CC5=C(C=C24)OCO5)OC6C(C(C7C(O6)COC(O7)C8=CC=CS8)O)O. (9) Drug 1: C1=NC2=C(N1)C(=S)N=C(N2)N. Drug 2: C(CC(=O)O)C(=O)CN.Cl. Cell line: T-47D. Synergy scores: CSS=2.02, Synergy_ZIP=-7.40, Synergy_Bliss=-7.84, Synergy_Loewe=-12.7, Synergy_HSA=-8.38. (10) Drug 1: CN(C(=O)NC(C=O)C(C(C(CO)O)O)O)N=O. Drug 2: CC1C(C(CC(O1)OC2CC(CC3=C2C(=C4C(=C3O)C(=O)C5=C(C4=O)C(=CC=C5)OC)O)(C(=O)CO)O)N)O.Cl. Cell line: SW-620. Synergy scores: CSS=38.3, Synergy_ZIP=-4.65, Synergy_Bliss=-5.08, Synergy_Loewe=-12.6, Synergy_HSA=-0.234.